From a dataset of Forward reaction prediction with 1.9M reactions from USPTO patents (1976-2016). Predict the product of the given reaction. (1) Given the reactants Br[CH2:2][CH2:3][N:4]1[C:8]([C:9]([O:11]C)=O)=[CH:7][C:6]([C:13]([F:16])([F:15])[F:14])=[N:5]1.CCN(C(C)C)C(C)C.[F:26][C:27]([F:46])([F:45])[C:28]1[CH:29]=[C:30]([S:34]([C:37]2[CH:42]=[CH:41][CH:40]=[CH:39][C:38]=2CN)(=[O:36])=[O:35])[CH:31]=[CH:32][CH:33]=1.C[N:48]([CH:50]=O)C, predict the reaction product. The product is: [F:14][C:13]([F:16])([F:15])[C:6]1[CH:7]=[C:8]2[C:9](=[O:11])[N:48]([CH2:50][C:41]3[CH:40]=[CH:39][CH:38]=[C:37]([S:34]([C:30]4[CH:31]=[CH:32][CH:33]=[C:28]([C:27]([F:45])([F:46])[F:26])[CH:29]=4)(=[O:35])=[O:36])[CH:42]=3)[CH2:2][CH2:3][N:4]2[N:5]=1. (2) Given the reactants [NH2:1][CH:2]1[CH2:7][CH2:6][N:5]([CH2:8][CH2:9][N:10]2[C:19]3[C:14](=[CH:15][CH:16]=[C:17]([F:20])[CH:18]=3)[N:13]=[CH:12][C:11]2=[O:21])[CH2:4][CH2:3]1.[CH2:22]([C:24]1[CH:31]=[CH:30][C:27]([CH:28]=O)=[CH:26][CH:25]=1)[CH3:23].C(O[BH-](OC(=O)C)OC(=O)C)(=O)C.[Na+].C(=O)([O-])O.[Na+], predict the reaction product. The product is: [CH2:22]([C:24]1[CH:31]=[CH:30][C:27]([CH2:28][NH:1][CH:2]2[CH2:3][CH2:4][N:5]([CH2:8][CH2:9][N:10]3[C:19]4[C:14](=[CH:15][CH:16]=[C:17]([F:20])[CH:18]=4)[N:13]=[CH:12][C:11]3=[O:21])[CH2:6][CH2:7]2)=[CH:26][CH:25]=1)[CH3:23]. (3) Given the reactants [C:1]1([CH:7]2[CH2:9][CH:8]2[C:10]([OH:12])=O)[CH:6]=[CH:5][CH:4]=[CH:3][CH:2]=1.[F:13][C:14]1[CH:20]=[CH:19][C:17]([NH2:18])=[CH:16][CH:15]=1, predict the reaction product. The product is: [F:13][C:14]1[CH:20]=[CH:19][C:17]([NH:18][C:10]([C@@H:8]2[CH2:9][C@H:7]2[C:1]2[CH:2]=[CH:3][CH:4]=[CH:5][CH:6]=2)=[O:12])=[CH:16][CH:15]=1.